This data is from Full USPTO retrosynthesis dataset with 1.9M reactions from patents (1976-2016). The task is: Predict the reactants needed to synthesize the given product. (1) Given the product [CH2:20]([O:19][C:17]([C:15]1[N:16]=[C:9]([I:10])[S:13][CH:14]=1)=[O:18])[CH3:21], predict the reactants needed to synthesize it. The reactants are: N(OC(C)(C)C)=O.I[CH2:9][I:10].NC1[S:13][CH:14]=[C:15]([C:17]([O:19][CH2:20][CH3:21])=[O:18])[N:16]=1. (2) Given the product [Br:1][C:2]1[CH:3]=[CH:4][C:5]([CH3:11])=[C:6]([CH:10]=1)[C:7]([Cl:15])=[O:8], predict the reactants needed to synthesize it. The reactants are: [Br:1][C:2]1[CH:3]=[CH:4][C:5]([CH3:11])=[C:6]([CH:10]=1)[C:7](O)=[O:8].C(Cl)(=O)C([Cl:15])=O.CN(C)C=O. (3) Given the product [N:52]1[C:53]([C:61]2[CH:62]=[C:63]([NH:67][C:25]([C:17]3[C:18](=[O:24])[O:19][C:20]4[C:15]([CH:16]=3)=[CH:14][CH:13]=[C:12]([O:11][CH3:10])[C:21]=4[O:22][CH3:23])=[O:27])[CH:64]=[CH:65][CH:66]=2)=[CH:54][N:55]2[CH:60]=[CH:59][CH:58]=[CH:57][C:56]=12, predict the reactants needed to synthesize it. The reactants are: CCN(C(C)C)C(C)C.[CH3:10][O:11][C:12]1[C:21]([O:22][CH3:23])=[C:20]2[C:15]([CH:16]=[C:17]([C:25]([OH:27])=O)[C:18](=[O:24])[O:19]2)=[CH:14][CH:13]=1.CN(C(ON1N=NC2C=CC=NC1=2)=[N+](C)C)C.F[P-](F)(F)(F)(F)F.[N:52]1[C:53]([C:61]2[CH:62]=[C:63]([NH2:67])[CH:64]=[CH:65][CH:66]=2)=[CH:54][N:55]2[CH:60]=[CH:59][CH:58]=[CH:57][C:56]=12. (4) Given the product [C:36]([O:40][C:41]([NH:43][C@@H:44]([CH3:48])[C:45]([O:10][CH2:9][C@@H:5]1[C:6]([OH:8])([CH3:7])[C@:2]([F:1])([CH3:20])[CH:3]([N:11]2[CH:16]=[C:15]([CH3:17])[C:14](=[O:18])[NH:13][C:12]2=[O:19])[O:4]1)=[O:46])=[O:42])([CH3:39])([CH3:38])[CH3:37], predict the reactants needed to synthesize it. The reactants are: [F:1][C@:2]1([CH3:20])[C:6]([OH:8])([CH3:7])[C@@H:5]([CH2:9][OH:10])[O:4][CH:3]1[N:11]1[CH:16]=[C:15]([CH3:17])[C:14](=[O:18])[NH:13][C:12]1=[O:19].C(=NC1CCCCC1)=NC1CCCCC1.[C:36]([O:40][C:41]([NH:43][C@@H:44]([CH3:48])[C:45](O)=[O:46])=[O:42])([CH3:39])([CH3:38])[CH3:37].O. (5) Given the product [CH2:1]([C:3]([C:28]1[CH:33]=[CH:32][C:31]([O:34][S:37]([C:40]([F:43])([F:42])[F:41])(=[O:38])=[O:36])=[C:30]([CH3:35])[CH:29]=1)([C:6]1[CH:11]=[CH:10][C:9](/[CH:12]=[CH:13]/[C:14]([O:23][CH2:24][O:25][CH3:26])([C:19]([F:20])([F:21])[F:22])[C:15]([F:18])([F:17])[F:16])=[C:8]([CH3:27])[CH:7]=1)[CH2:4][CH3:5])[CH3:2], predict the reactants needed to synthesize it. The reactants are: [CH2:1]([C:3]([C:28]1[CH:33]=[CH:32][C:31]([OH:34])=[C:30]([CH3:35])[CH:29]=1)([C:6]1[CH:11]=[CH:10][C:9](/[CH:12]=[CH:13]/[C:14]([O:23][CH2:24][O:25][CH3:26])([C:19]([F:22])([F:21])[F:20])[C:15]([F:18])([F:17])[F:16])=[C:8]([CH3:27])[CH:7]=1)[CH2:4][CH3:5])[CH3:2].[O:36](S(C(F)(F)F)(=O)=O)[S:37]([C:40]([F:43])([F:42])[F:41])(=O)=[O:38].CCN(CC)CC. (6) Given the product [CH3:45][O:44][CH2:43][CH:39]1[NH:38][C:37](=[N:36][C:33]2[CH:34]=[C:35]3[C:30]([CH2:29][C@@H:28]([OH:46])[C@@H:27]3[NH:26][C:15]([C:12]3[CH:11]=[CH:10][C:9]([C:3]4[CH:2]=[CH:7][CH:6]=[CH:5][CH:4]=4)=[C:14]([CH3:20])[CH:13]=3)=[O:17])=[CH:31][CH:32]=2)[CH2:42][CH2:41][CH2:40]1, predict the reactants needed to synthesize it. The reactants are: Cl[C:2]1[CH:7]=[CH:6][CH:5]=[C:4](Cl)[C:3]=1[C:9]1[CH:14]=[CH:13][C:12]([C:15]([OH:17])=O)=[CH:11][CH:10]=1.ON1C(=O)CC[C:20]1=O.[NH2:26][CH:27]1[C:35]2[C:30](=[CH:31][CH:32]=[C:33]([N:36]=[C:37]3[CH2:42][CH2:41][CH2:40][CH:39]([CH2:43][O:44][CH3:45])[NH:38]3)[CH:34]=2)[CH2:29][CH:28]1[OH:46]. (7) Given the product [CH3:1][C:2]1[N:7]=[C:6]2[S:8][C:9]3[CH2:13][CH2:12][CH2:11][C:10]=3[C:5]2=[C:4]([C:14]([CH3:17])([CH3:15])[CH3:16])[C:3]=1[CH:18]([CH2:34][CH2:33][CH3:37])[C:19]([O:21][CH3:22])=[O:20], predict the reactants needed to synthesize it. The reactants are: [CH3:1][C:2]1[N:7]=[C:6]2[S:8][C:9]3[CH2:13][CH2:12][CH2:11][C:10]=3[C:5]2=[C:4]([C:14]([CH3:17])([CH3:16])[CH3:15])[C:3]=1[CH2:18][C:19]([O:21][CH3:22])=[O:20].[Li+].C[Si]([N-][Si](C)(C)C)(C)C.[CH2:33]1[CH2:37]OC[CH2:34]1.ICCC.